From a dataset of Experimentally validated miRNA-target interactions with 360,000+ pairs, plus equal number of negative samples. Binary Classification. Given a miRNA mature sequence and a target amino acid sequence, predict their likelihood of interaction. (1) The miRNA is hsa-miR-6895-3p with sequence UGUCUCUCGCCCUUGGCCUUAG. The protein sequence of the target gene is MTERPPSEAARSDPQLEGRDAAEASMAPPHLVLLNGVAKETSRAAAAEPPVIELGARGGPGGGPAGGGGAARDLKGRDAATAEARHRVPTTELCRPPGPAPAPAPASVTAELPGDGRMVQLSPPALAAPAAPGRALLYSLSQPLASLGSGFFGEPDAFPMFTTNNRVKRRPSPYEMEITDGPHTKVVRRIFTNSRERWRQQNVNGAFAELRKLIPTHPPDKKLSKNEILRLAMKYINFLAKLLNDQEEEGTQRAKTGKDPVVGAGGGGGGGGGGAPPDDLLQDVLSPNSSCGSSLDGAAS.... Result: 1 (interaction). (2) The miRNA is dre-miR-199-5p with sequence CCCAGUGUUCAGACUACCUGUUC. The protein sequence of the target gene is MTLPVFFGCAFIAFGPAFALYLFTIATDPLRVIFLIAGAFFWLVSLLLSSMFWFLVRVITNNRDESVQNYLLIFGALLSVCIQELFRLAYYKLLKKASEGLKSINPEEDIAPSMRLLAYVSGLGFGIMSGVFSFVNTLSNSLGPGTVGIHGDSPQFFLNSAFMTLVVIMLHVFWGVVFFDGCEKNKWYTLLTVLLTHLVVSTQTFLSPYYEVNLVTAYIIMVLMGIWAFYVAGGSCRSLKFCLLCQDKDFLLYNQRSR. Result: 0 (no interaction).